From a dataset of Reaction yield outcomes from USPTO patents with 853,638 reactions. Predict the reaction yield, written as a fraction of the theoretical maximum amount of product (1.0 means a 100% yield; for example, 0.34 means a 34% yield). (1) The product is [C:31]([C:30]1[CH:33]=[CH:34][CH:35]=[CH:36][C:29]=1[CH2:38][N:21]1[CH2:22][CH:23]2[O:25][CH:19]([CH2:18][N:17]([CH2:16][CH2:15][N:10]([CH2:9][CH2:8][O:7][C:6]3[CH:5]=[CH:4][C:3]([C:1]#[N:2])=[CH:27][CH:26]=3)[S:11]([CH3:14])(=[O:13])=[O:12])[CH2:24]2)[CH2:20]1)#[N:32]. The reactants are [C:1]([C:3]1[CH:27]=[CH:26][C:6]([O:7][CH2:8][CH2:9][N:10]([CH2:15][CH2:16][N:17]2[CH2:24][CH:23]3[O:25][CH:19]([CH2:20][NH:21][CH2:22]3)[CH2:18]2)[S:11]([CH3:14])(=[O:13])=[O:12])=[CH:5][CH:4]=1)#[N:2].Br[C:29]1[C:36](C)=[CH:35][CH:34]=[CH:33][C:30]=1[C:31]#[N:32].[C:38](=O)([O-])[O-].[K+].[K+]. The yield is 0.559. The catalyst is C(#N)C. (2) The reactants are [Br:1][C:2]1[C:3]([C:9]2[CH:14]=[CH:13][N:12]=[C:11](S(C)(=O)=O)[N:10]=2)=[N:4][N:5]([CH2:7][CH3:8])[CH:6]=1.[NH4+:19].[OH-]. The catalyst is O1CCOCC1. The product is [Br:1][C:2]1[C:3]([C:9]2[CH:14]=[CH:13][N:12]=[C:11]([NH2:19])[N:10]=2)=[N:4][N:5]([CH2:7][CH3:8])[CH:6]=1. The yield is 1.00. (3) The reactants are O[C:2]1[CH:15]=[C:14](O)[CH:13]=[CH:12][C:3]=1[C:4]([C:6]1[CH:11]=[CH:10][CH:9]=[CH:8][CH:7]=1)=[O:5].[OH-].[Na+].C(Br)CCCCCCC.[Na].OC1C(O)=C(C=CC=1)C(C1C=CC=CC=1)=O. The catalyst is C1(C)C=CC=CC=1.CC(CC(C)C)=O.CS(C)=O. The product is [C:4]([C:6]1[CH:11]=[CH:10][CH:9]=[CH:8][CH:7]=1)(=[O:5])[C:3]1[CH:12]=[CH:13][CH:14]=[CH:15][CH:2]=1. The yield is 0.350.